Dataset: Forward reaction prediction with 1.9M reactions from USPTO patents (1976-2016). Task: Predict the product of the given reaction. Given the reactants [F:1][C:2]1[CH:3]=[C:4]([C:9](=[O:23])[C@@H:10]([NH:12][C:13](=[O:22])[O:14][CH2:15][C:16]2[CH:21]=[CH:20][CH:19]=[CH:18][CH:17]=2)[CH3:11])[CH:5]=[C:6]([F:8])[CH:7]=1.CCC(C)[BH-](C(C)CC)C(C)CC.[Li+].Cl, predict the reaction product. The product is: [F:1][C:2]1[CH:3]=[C:4]([C@H:9]([OH:23])[C@@H:10]([NH:12][C:13](=[O:22])[O:14][CH2:15][C:16]2[CH:17]=[CH:18][CH:19]=[CH:20][CH:21]=2)[CH3:11])[CH:5]=[C:6]([F:8])[CH:7]=1.